Predict the product of the given reaction. From a dataset of Forward reaction prediction with 1.9M reactions from USPTO patents (1976-2016). (1) Given the reactants CC([O-])(C)C.[K+].[NH2:7][C:8]1[CH:13]=[CH:12][C:11]([C:14]([N:16]2[CH2:21][CH2:20][O:19][CH2:18][CH2:17]2)=[O:15])=[CH:10][CH:9]=1.F[C:23]1[CH:30]=[C:29]([F:31])[CH:28]=[CH:27][C:24]=1[C:25]#[N:26], predict the reaction product. The product is: [F:31][C:29]1[CH:30]=[CH:23][C:24]([C:25]#[N:26])=[C:27]([NH:7][C:8]2[CH:9]=[CH:10][C:11]([C:14]([N:16]3[CH2:17][CH2:18][O:19][CH2:20][CH2:21]3)=[O:15])=[CH:12][CH:13]=2)[CH:28]=1. (2) The product is: [F:29][C:27]1([F:30])[CH2:28][CH:25]([C:23]2[O:22][N:21]=[C:20]([C:18]3[CH:17]=[CH:16][C:15]([CH3:31])=[C:14]([NH:13][C:11]([C:8]4[N:6]5[CH:7]=[C:2]([N:35]6[CH2:34][C@@H:33]([CH3:32])[O:38][C@@H:37]([CH3:39])[CH2:36]6)[CH:3]=[CH:4][C:5]5=[N:10][CH:9]=4)=[O:12])[CH:19]=3)[N:24]=2)[CH2:26]1. Given the reactants Br[C:2]1[CH:3]=[CH:4][C:5]2[N:6]([C:8]([C:11]([NH:13][C:14]3[CH:19]=[C:18]([C:20]4[N:24]=[C:23]([CH:25]5[CH2:28][C:27]([F:30])([F:29])[CH2:26]5)[O:22][N:21]=4)[CH:17]=[CH:16][C:15]=3[CH3:31])=[O:12])=[CH:9][N:10]=2)[CH:7]=1.[CH3:32][C@H:33]1[O:38][C@@H:37]([CH3:39])[CH2:36][NH:35][CH2:34]1.C1(P(C2CCCCC2)C2C=CC=CC=2C2C=CC=CC=2N(C)C)CCCCC1.CC(C)([O-])C.[Na+], predict the reaction product.